From a dataset of Full USPTO retrosynthesis dataset with 1.9M reactions from patents (1976-2016). Predict the reactants needed to synthesize the given product. (1) Given the product [Cl:51][C:48]1[CH:49]=[CH:50][C:45]([NH:44][C:42](=[O:43])[C@@H:41]([O:52][C:53]2[C:54]3[CH:61]=[N:60][N:59]([C:62]4[CH:67]=[CH:66][CH:65]=[C:64]([F:68])[C:63]=4[CH3:69])[C:55]=3[N:56]=[CH:57][N:58]=2)[CH2:40][O:39][CH2:38][CH2:37][OH:36])=[N:46][CH:47]=1, predict the reactants needed to synthesize it. The reactants are: [F-].C([N+](CCCC)(CCCC)CCCC)CCC.[Si]([O:36][CH2:37][CH2:38][O:39][CH2:40][C@H:41]([O:52][C:53]1[N:58]=[CH:57][N:56]=[C:55]2[N:59]([C:62]3[CH:67]=[CH:66][CH:65]=[C:64]([F:68])[C:63]=3[CH3:69])[N:60]=[CH:61][C:54]=12)[C:42]([NH:44][C:45]1[CH:50]=[CH:49][C:48]([Cl:51])=[CH:47][N:46]=1)=[O:43])(C(C)(C)C)(C1C=CC=CC=1)C1C=CC=CC=1.[Cl-].[NH4+]. (2) Given the product [N:27]1([C:1]([CH:4]([CH3:26])[CH2:5][CH2:6][N:7]2[C:11]3[CH:12]=[CH:13][CH:14]=[C:15]([CH3:16])[C:10]=3[N:9]=[C:8]2[CH2:17][O:18][C:19]2[CH:24]=[CH:23][C:22]([Cl:25])=[CH:21][CH:20]=2)=[O:2])[CH2:32][CH2:31][CH2:30][CH2:29][CH2:28]1, predict the reactants needed to synthesize it. The reactants are: [C:1]([CH:4]([CH3:26])[CH2:5][CH2:6][N:7]1[C:11]2[CH:12]=[CH:13][CH:14]=[C:15]([CH3:16])[C:10]=2[N:9]=[C:8]1[CH2:17][O:18][C:19]1[CH:24]=[CH:23][C:22]([Cl:25])=[CH:21][CH:20]=1)(O)=[O:2].[NH:27]1[CH2:32][CH2:31][CH2:30][CH2:29][CH2:28]1.ON1C2C=CC=CC=2N=N1.C1(N=C=NC2CCCCC2)CCCCC1.